From a dataset of Forward reaction prediction with 1.9M reactions from USPTO patents (1976-2016). Predict the product of the given reaction. Given the reactants [NH2:1][C:2]1[C:10]([O:11][CH3:12])=[CH:9][CH:8]=[CH:7][C:3]=1C(O)=O.P(N=[N+]=[N-])(=O)([O:21][C:22]1C=CC=CC=1)OC1C=CC=CC=1.C([N:34](CC)CC)C, predict the reaction product. The product is: [CH3:12][O:11][C:10]1[C:2]2[NH:1][C:22](=[O:21])[NH:34][C:3]=2[CH:7]=[CH:8][CH:9]=1.